Predict the product of the given reaction. From a dataset of Forward reaction prediction with 1.9M reactions from USPTO patents (1976-2016). Given the reactants Cl[CH2:2][CH2:3][CH2:4][O:5][C:6]1[CH:7]=[C:8]([NH2:12])[CH:9]=[CH:10][CH:11]=1.[OH-].[NH4+:14], predict the reaction product. The product is: [NH2:14][CH2:2][CH2:3][CH2:4][O:5][C:6]1[CH:7]=[C:8]([NH2:12])[CH:9]=[CH:10][CH:11]=1.